This data is from Catalyst prediction with 721,799 reactions and 888 catalyst types from USPTO. The task is: Predict which catalyst facilitates the given reaction. (1) Reactant: [F:1][C:2]1[CH:10]=[CH:9][C:5]([C:6]([OH:8])=O)=[CH:4][CH:3]=1.C(C1NC=CN=1)(C1NC=CN=1)=O.[NH:23]1[C:27]2[CH:28]=[CH:29][CH:30]=[CH:31][C:26]=2[N:25]=[C:24]1[C:32]1[CH:41]=[CH:40][C:35](/[C:36](=[N:38]/O)/[NH2:37])=[CH:34][CH:33]=1. Product: [NH:23]1[C:27]2[CH:28]=[CH:29][CH:30]=[CH:31][C:26]=2[N:25]=[C:24]1[C:32]1[CH:41]=[CH:40][C:35]([C:36]2[N:37]=[C:6]([C:5]3[CH:4]=[CH:3][C:2]([F:1])=[CH:10][CH:9]=3)[O:8][N:38]=2)=[CH:34][CH:33]=1. The catalyst class is: 3. (2) Reactant: Cl.[NH2:2][C:3]1[N:4]=[C:5]2[CH:10]=[CH:9][C:8]([O:11][C:12]3[CH:13]=[CH:14][C:15]([F:28])=[C:16]([NH:18][C:19]([C:21]4[N:25]([CH3:26])[N:24]=[C:23]([CH3:27])[CH:22]=4)=[O:20])[CH:17]=3)=[N:7][N:6]2[CH:29]=1.[CH3:30][CH:31]([CH3:35])[C:32](Cl)=[O:33]. Product: [F:28][C:15]1[CH:14]=[CH:13][C:12]([O:11][C:8]2[CH:9]=[CH:10][C:5]3[N:6]([CH:29]=[C:3]([NH:2][C:32](=[O:33])[CH:31]([CH3:35])[CH3:30])[N:4]=3)[N:7]=2)=[CH:17][C:16]=1[NH:18][C:19]([C:21]1[N:25]([CH3:26])[N:24]=[C:23]([CH3:27])[CH:22]=1)=[O:20]. The catalyst class is: 80. (3) Reactant: [C:1]1([S:7]([N:10]2[C:14]3=[N:15][CH:16]=[C:17]([NH:19][C:20](=[O:26])[O:21][C:22]([CH3:25])([CH3:24])[CH3:23])[CH:18]=[C:13]3[CH:12]=[C:11]2[C:27]#[C:28][CH2:29]O)(=[O:9])=[O:8])[CH:6]=[CH:5][CH:4]=[CH:3][CH:2]=1.COCCN(S(F)(F)[F:41])CCOC. Product: [C:1]1([S:7]([N:10]2[C:14]3=[N:15][CH:16]=[C:17]([NH:19][C:20](=[O:26])[O:21][C:22]([CH3:25])([CH3:24])[CH3:23])[CH:18]=[C:13]3[CH:12]=[C:11]2[C:27]#[C:28][CH2:29][F:41])(=[O:9])=[O:8])[CH:6]=[CH:5][CH:4]=[CH:3][CH:2]=1. The catalyst class is: 4. (4) Reactant: C1C=C(Cl)C=C(C(OO)=[O:9])C=1.[CH:12]1([NH:15][C:16]([C:18]2[CH:19]=[C:20]([F:40])[C:21]([CH3:39])=[C:22]([C:24]3[N:29]=[CH:28][C:27]([C:30]([NH:32][C@H:33]([CH3:38])[C:34]([CH3:37])([CH3:36])[CH3:35])=[O:31])=[CH:26][CH:25]=3)[CH:23]=2)=[O:17])[CH2:14][CH2:13]1. Product: [CH:12]1([NH:15][C:16]([C:18]2[CH:19]=[C:20]([F:40])[C:21]([CH3:39])=[C:22]([C:24]3[N+:29]([O-:9])=[CH:28][C:27]([C:30]([NH:32][C@H:33]([CH3:38])[C:34]([CH3:36])([CH3:35])[CH3:37])=[O:31])=[CH:26][CH:25]=3)[CH:23]=2)=[O:17])[CH2:14][CH2:13]1. The catalyst class is: 147.